This data is from Full USPTO retrosynthesis dataset with 1.9M reactions from patents (1976-2016). The task is: Predict the reactants needed to synthesize the given product. (1) The reactants are: [NH2:1][C:2]1[N:6]([CH3:7])[C:5](=[O:8])[C:4]([C:16]2[CH:21]=[CH:20][C:19]([F:22])=[C:18](Br)[CH:17]=2)([C:9]2[CH:14]=[CH:13][C:12]([OH:15])=[CH:11][CH:10]=2)[N:3]=1.C([Sn](CCCC)(CCCC)[C:29]1[CH:34]=[N:33][CH:32]=[CH:31][N:30]=1)CCC. Given the product [NH2:1][C:2]1[N:6]([CH3:7])[C:5](=[O:8])[C:4]([C:16]2[CH:21]=[CH:20][C:19]([F:22])=[C:18]([C:29]3[CH:34]=[N:33][CH:32]=[CH:31][N:30]=3)[CH:17]=2)([C:9]2[CH:14]=[CH:13][C:12]([OH:15])=[CH:11][CH:10]=2)[N:3]=1, predict the reactants needed to synthesize it. (2) Given the product [C:16]([NH:26][C@H:27]([C:31]([O:33][CH2:35][CH2:36][CH2:37][C:38]([CH3:51])([CH3:52])[C:39]([O:41][CH2:42][C:43]1[CH:48]=[CH:47][C:46]([O:49][CH3:50])=[CH:45][CH:44]=1)=[O:40])=[O:32])[CH:28]([CH3:29])[CH3:30])([O:18][CH2:19][C:20]1[CH:25]=[CH:24][CH:23]=[CH:22][CH:21]=1)=[O:17], predict the reactants needed to synthesize it. The reactants are: C1CCC(N=C=NC2CCCCC2)CC1.[C:16]([NH:26][C@H:27]([C:31]([OH:33])=[O:32])[CH:28]([CH3:30])[CH3:29])([O:18][CH2:19][C:20]1[CH:25]=[CH:24][CH:23]=[CH:22][CH:21]=1)=[O:17].O[CH2:35][CH2:36][CH2:37][C:38]([CH3:52])([CH3:51])[C:39]([O:41][CH2:42][C:43]1[CH:48]=[CH:47][C:46]([O:49][CH3:50])=[CH:45][CH:44]=1)=[O:40]. (3) The reactants are: [Br:1][C:2]1[C:19]([O:20][CH3:21])=[CH:18][C:5]2[CH2:6][CH2:7][C:8]3[C:12]([C:4]=2[CH:3]=1)=[N:11][NH:10][C:9]=3[C:13]([O:15][CH2:16][CH3:17])=[O:14].CC(C)([O-])C.[Li+].[C:28]([NH:35][CH2:36][CH2:37][CH2:38]Br)([O:30][C:31]([CH3:34])([CH3:33])[CH3:32])=[O:29]. Given the product [Br:1][C:2]1[C:19]([O:20][CH3:21])=[CH:18][C:5]2[CH2:6][CH2:7][C:8]3[C:12]([C:4]=2[CH:3]=1)=[N:11][N:10]([CH2:38][CH2:37][CH2:36][NH:35][C:28]([O:30][C:31]([CH3:32])([CH3:34])[CH3:33])=[O:29])[C:9]=3[C:13]([O:15][CH2:16][CH3:17])=[O:14], predict the reactants needed to synthesize it.